The task is: Predict the product of the given reaction.. This data is from Forward reaction prediction with 1.9M reactions from USPTO patents (1976-2016). (1) Given the reactants [F:1][C:2]1[CH:3]=[C:4]([C:12]2[CH:17]=[CH:16][C:15]([O:18][CH:19]([CH3:21])[CH3:20])=[C:14]([C:22](O)=[O:23])[CH:13]=2)[CH:5]=[C:6]([C:8](=[O:11])[NH:9][CH3:10])[CH:7]=1.[CH3:25][O:26][C:27](=[O:41])[C:28]([NH2:40])([CH3:39])[CH2:29][C:30]1[C:38]2[C:33](=[CH:34][CH:35]=[CH:36][CH:37]=2)[NH:32][CH:31]=1.C1C=CC2N(O)N=NC=2C=1.CCN=C=NCCCN(C)C, predict the reaction product. The product is: [CH3:25][O:26][C:27](=[O:41])[C:28]([NH:40][C:22]([C:14]1[CH:13]=[C:12]([C:4]2[CH:5]=[C:6]([C:8](=[O:11])[NH:9][CH3:10])[CH:7]=[C:2]([F:1])[CH:3]=2)[CH:17]=[CH:16][C:15]=1[O:18][CH:19]([CH3:21])[CH3:20])=[O:23])([CH3:39])[CH2:29][C:30]1[C:38]2[C:33](=[CH:34][CH:35]=[CH:36][CH:37]=2)[NH:32][CH:31]=1. (2) Given the reactants [CH2:1]([C:5]1[N:6]=[C:7]([CH2:27][OH:28])[NH:8][C:9](=[O:26])[C:10]=1[CH2:11][C:12]1[CH:17]=[CH:16][C:15]([C:18]2[C:19]([C:24]#[N:25])=[CH:20][CH:21]=[CH:22][CH:23]=2)=[CH:14][CH:13]=1)[CH2:2][CH2:3][CH3:4].C(=O)([O-])[O-].[Cs+].[Cs+].Br.Br[CH2:37][C:38]1[CH:43]=[CH:42][CH:41]=[CH:40][N:39]=1.CN(C)C=O, predict the reaction product. The product is: [CH2:1]([C:5]1[N:6]=[C:7]([CH2:27][OH:28])[N:8]([CH2:37][C:38]2[CH:43]=[CH:42][CH:41]=[CH:40][N:39]=2)[C:9](=[O:26])[C:10]=1[CH2:11][C:12]1[CH:17]=[CH:16][C:15]([C:18]2[C:19]([C:24]#[N:25])=[CH:20][CH:21]=[CH:22][CH:23]=2)=[CH:14][CH:13]=1)[CH2:2][CH2:3][CH3:4].